From a dataset of Full USPTO retrosynthesis dataset with 1.9M reactions from patents (1976-2016). Predict the reactants needed to synthesize the given product. (1) Given the product [NH2:15][C@@:16]12[CH2:23][C:22](=[CH2:24])[CH2:21][C@@H:20]1[CH2:19][N:18]([C@@H:26]([C:28]1[CH:33]=[CH:32][CH:31]=[CH:30][CH:29]=1)[CH3:27])[CH2:17]2, predict the reactants needed to synthesize it. The reactants are: [H-].COCCO[Al+]OCCOC.[Na+].[H-].[NH2:15][C@@:16]12[CH2:23][C:22](=[CH2:24])[CH2:21][C@@H:20]1[C:19](=O)[N:18]([C@@H:26]([C:28]1[CH:33]=[CH:32][CH:31]=[CH:30][CH:29]=1)[CH3:27])[CH2:17]2.[OH-].[Na+]. (2) The reactants are: Cl[C:2]1[N:7]=[C:6]([C:8]2[S:12][C:11]([CH:13]3[CH2:18][CH2:17][O:16][CH2:15][CH2:14]3)=[N:10][C:9]=2[C:19]2[C:20]([F:34])=[C:21]([NH:25][S:26]([C:29]3[CH:33]=[CH:32][O:31][CH:30]=3)(=[O:28])=[O:27])[CH:22]=[CH:23][CH:24]=2)[CH:5]=[CH:4][N:3]=1.[NH2:35][C@H:36](O)[CH2:37][CH3:38].[O:40]1CCOCC1. Given the product [F:34][C:20]1[C:19]([C:9]2[N:10]=[C:11]([CH:13]3[CH2:18][CH2:17][O:16][CH2:15][CH2:14]3)[S:12][C:8]=2[C:6]2[CH:5]=[CH:4][N:3]=[C:2]([NH:35][CH2:36][C@H:37]([OH:40])[CH3:38])[N:7]=2)=[CH:24][CH:23]=[CH:22][C:21]=1[NH:25][S:26]([C:29]1[CH:33]=[CH:32][O:31][CH:30]=1)(=[O:28])=[O:27], predict the reactants needed to synthesize it.